Dataset: Full USPTO retrosynthesis dataset with 1.9M reactions from patents (1976-2016). Task: Predict the reactants needed to synthesize the given product. (1) The reactants are: [NH:1]1[C:9]2[C:4](=[CH:5][C:6]([NH:10][C:11](=[O:24])[CH:12]([N:18]3[CH2:23][CH2:22][CH2:21][CH2:20][CH2:19]3)[C:13]3[CH:17]=[CH:16][S:15][CH:14]=3)=[CH:7][CH:8]=2)[CH:3]=[N:2]1.C([O-])([O-])=O.[K+].[K+].[I:31]I. Given the product [I:31][C:3]1[C:4]2[C:9](=[CH:8][CH:7]=[C:6]([NH:10][C:11](=[O:24])[CH:12]([N:18]3[CH2:19][CH2:20][CH2:21][CH2:22][CH2:23]3)[C:13]3[CH:17]=[CH:16][S:15][CH:14]=3)[CH:5]=2)[NH:1][N:2]=1, predict the reactants needed to synthesize it. (2) Given the product [C:20]([O:19][C:17](=[O:24])[NH:18][C:2]1[CH:7]=[CH:6][N:5]2[N:8]=[C:9]([C:11]3[CH:16]=[CH:15][CH:14]=[CH:13][CH:12]=3)[N:10]=[C:4]2[CH:3]=1)([CH3:23])([CH3:22])[CH3:21], predict the reactants needed to synthesize it. The reactants are: Br[C:2]1[CH:7]=[CH:6][N:5]2[N:8]=[C:9]([C:11]3[CH:16]=[CH:15][CH:14]=[CH:13][CH:12]=3)[N:10]=[C:4]2[CH:3]=1.[C:17](=[O:24])([O:19][C:20]([CH3:23])([CH3:22])[CH3:21])[NH2:18].C(=O)([O-])[O-].[Cs+].[Cs+]. (3) Given the product [CH3:23][O:24][C:25]([C:27]1[N:28]=[CH:29][C:30]([N:14]2[CH2:15][CH2:16][N:11]([C:9]([O:8][CH2:1][C:2]3[CH:3]=[CH:4][CH:5]=[CH:6][CH:7]=3)=[O:10])[CH2:12][CH:13]2[C:17]2[CH:22]=[CH:21][CH:20]=[CH:19][CH:18]=2)=[N:31][CH:32]=1)=[O:26], predict the reactants needed to synthesize it. The reactants are: [CH2:1]([O:8][C:9]([N:11]1[CH2:16][CH2:15][NH:14][CH:13]([C:17]2[CH:22]=[CH:21][CH:20]=[CH:19][CH:18]=2)[CH2:12]1)=[O:10])[C:2]1[CH:7]=[CH:6][CH:5]=[CH:4][CH:3]=1.[CH3:23][O:24][C:25]([C:27]1[CH:32]=[N:31][C:30](Cl)=[CH:29][N:28]=1)=[O:26]. (4) Given the product [CH3:1][CH2:2][C:3]1[C:21]2[N:22]=[C:5]([CH:6]=[C:7]3[C:8]([CH:43]=[CH2:44])=[C:9]([CH3:42])[C:10](=[CH:12][C:13]4[C@@H:34]([CH3:35])[C@H:33]([CH2:36][CH2:37][C:38]([OH:40])=[O:39])[C:15](=[C:16]([CH2:27][C:28]([OH:30])=[O:29])[C:17]5[NH:18][C:19]([CH:20]=2)=[C:23]([CH3:32])[C:24]=5[C:25]([OH:26])=[O:50])[N:14]=4)[NH:11]3)[C:4]=1[CH3:45], predict the reactants needed to synthesize it. The reactants are: [CH3:1][CH2:2][C:3]1[C:21]2=[N:22][C:5](=[CH:6][C:7]3[NH:11][C:10]([CH:12]=[C:13]4[CH:34]([CH3:35])[CH:33]([CH2:36][CH2:37][C:38]([O:40]C)=[O:39])[C:15]([C:16]5[CH:27]([C:28]([O:30]C)=[O:29])[C:25](=[O:26])[C:24]6[C:17]=5[NH:18][C:19]([C:23]=6[CH3:32])=[CH:20]2)=[N:14]4)=[C:9]([CH3:42])[C:8]=3[CH:43]=[CH2:44])[C:4]=1[CH3:45].CC(C)=O.[OH-:50].[K+].Cl. (5) Given the product [C:1]1([N:7]2[CH:12]=[CH:11][C:10]([CH2:13][CH2:14][CH2:15][CH2:16][CH2:17][CH2:18][C:19]3[N:20]=[N:21][NH:22][CH:23]=3)=[C:9]([OH:24])[C:8]2=[O:32])[CH:2]=[CH:3][CH:4]=[CH:5][CH:6]=1, predict the reactants needed to synthesize it. The reactants are: [C:1]1([N:7]2[CH:12]=[CH:11][C:10]([CH2:13][CH2:14][CH2:15][CH2:16][CH2:17][CH2:18][C:19]3[N:20]=[N:21][NH:22][CH:23]=3)=[C:9]([O:24]CC3C=CC=CC=3)[C:8]2=[O:32])[CH:6]=[CH:5][CH:4]=[CH:3][CH:2]=1.C1(N2C=CC(CCCC3N=NNC=3)=C(O)C2=O)C=CC=CC=1. (6) The reactants are: [CH3:1][O:2][CH2:3][O:4][C:5]1[C:6]([N:11]([C:18]2[CH:23]=[CH:22][CH:21]=[CH:20][CH:19]=2)[C:12]2[CH:17]=[CH:16][CH:15]=[CH:14][CH:13]=2)=[N:7][CH:8]=[CH:9][CH:10]=1.[Li]CCCC.CN([CH:32]=[O:33])C. Given the product [C:12]1([N:11]([C:18]2[CH:23]=[CH:22][CH:21]=[CH:20][CH:19]=2)[C:6]2[C:5]([O:4][CH2:3][O:2][CH3:1])=[C:10]([CH:32]=[O:33])[CH:9]=[CH:8][N:7]=2)[CH:17]=[CH:16][CH:15]=[CH:14][CH:13]=1, predict the reactants needed to synthesize it.